This data is from Full USPTO retrosynthesis dataset with 1.9M reactions from patents (1976-2016). The task is: Predict the reactants needed to synthesize the given product. (1) Given the product [O:21]1[C:17]2[CH:16]=[CH:15][C:14]([C:11]3([C:9]([NH:8][C:6]4[N:7]=[C:2]([C:30]5[CH:29]=[CH:28][N:27]=[C:26]([O:25][CH3:24])[CH:31]=5)[CH:3]=[C:4]([CH3:23])[CH:5]=4)=[O:10])[CH2:13][CH2:12]3)=[CH:22][C:18]=2[CH2:19][CH2:20]1, predict the reactants needed to synthesize it. The reactants are: Cl[C:2]1[N:7]=[C:6]([NH:8][C:9]([C:11]2([C:14]3[CH:15]=[CH:16][C:17]4[O:21][CH2:20][CH2:19][C:18]=4[CH:22]=3)[CH2:13][CH2:12]2)=[O:10])[CH:5]=[C:4]([CH3:23])[CH:3]=1.[CH3:24][O:25][C:26]1[CH:31]=[C:30](B(O)O)[CH:29]=[CH:28][N:27]=1.C([O-])([O-])=O.[Na+].[Na+]. (2) Given the product [C:17]1([C:14]2[O:13][C:12]([C:10]([N:8]3[CH2:9][CH:6]([O:5][C:24]4[CH:31]=[CH:30][C:27]([CH:28]=[O:29])=[CH:26][CH:25]=4)[CH2:7]3)=[O:11])=[N:16][N:15]=2)[CH:22]=[CH:21][CH:20]=[CH:19][CH:18]=1, predict the reactants needed to synthesize it. The reactants are: CS([O:5][CH:6]1[CH2:9][N:8]([C:10]([C:12]2[O:13][C:14]([C:17]3[CH:22]=[CH:21][CH:20]=[CH:19][CH:18]=3)=[N:15][N:16]=2)=[O:11])[CH2:7]1)(=O)=O.O[C:24]1[CH:31]=[CH:30][C:27]([CH:28]=[O:29])=[CH:26][CH:25]=1.C([O-])([O-])=O.[Cs+].[Cs+].O. (3) Given the product [CH2:1]([N:8]1[C:12]([NH:13][C:21](=[O:24])[CH2:22][SH:23])=[CH:11][C:10]([C:14]2[CH:15]=[CH:16][C:17]([Cl:20])=[CH:18][CH:19]=2)=[N:9]1)[C:2]1[CH:3]=[CH:4][CH:5]=[CH:6][CH:7]=1, predict the reactants needed to synthesize it. The reactants are: [CH2:1]([N:8]1[C:12]([NH2:13])=[CH:11][C:10]([C:14]2[CH:19]=[CH:18][C:17]([Cl:20])=[CH:16][CH:15]=2)=[N:9]1)[C:2]1[CH:7]=[CH:6][CH:5]=[CH:4][CH:3]=1.[C:21](O)(=[O:24])[CH2:22][SH:23]. (4) Given the product [CH3:20][O:19][C:16]1[CH:17]=[CH:18][C:13]([CH2:12][N:9]2[CH2:10][C:11]3[C:2]([O:38][C:35]4[CH:36]=[CH:37][C:32]([C:23]5[CH:24]=[N:25][C:26]6[C:31](=[CH:30][CH:29]=[CH:28][CH:27]=6)[N:22]=5)=[CH:33][CH:34]=4)=[CH:3][CH:4]=[N:5][C:6]=3[NH:7][C:8]2=[O:21])=[CH:14][CH:15]=1, predict the reactants needed to synthesize it. The reactants are: Cl[C:2]1[C:11]2[CH2:10][N:9]([CH2:12][C:13]3[CH:18]=[CH:17][C:16]([O:19][CH3:20])=[CH:15][CH:14]=3)[C:8](=[O:21])[NH:7][C:6]=2[N:5]=[CH:4][CH:3]=1.[N:22]1[C:31]2[C:26](=[CH:27][CH:28]=[CH:29][CH:30]=2)[N:25]=[CH:24][C:23]=1[C:32]1[CH:37]=[CH:36][C:35]([OH:38])=[CH:34][CH:33]=1.C(=O)([O-])[O-].[Cs+].[Cs+]. (5) Given the product [CH2:1]([O:3][C:4]([C@@H:5]1[C@H:15]([C:16]2[CH:21]=[CH:20][CH:19]=[CH:18][CH:17]=2)[C@H:6]1[C:7]1[CH:8]=[N:9][N:10]([CH3:12])[CH:11]=1)=[O:13])[CH3:2], predict the reactants needed to synthesize it. The reactants are: [CH2:1]([O:3][C:4](=[O:13])/[CH:5]=[CH:6]/[C:7]1[CH:8]=[N:9][N:10]([CH3:12])[CH:11]=1)[CH3:2].[Br-].[CH2:15]([S+]1CCCC1)[C:16]1[CH:21]=[CH:20][CH:19]=[CH:18][CH:17]=1. (6) The reactants are: [CH3:1][C:2]1([CH3:13])[O:6][B:5]([OH:7])[C:4]2[CH:8]=[CH:9][C:10]([CH3:12])=[CH:11][C:3]1=2.C(OOC(=O)C1C=CC=CC=1)(=O)C1C=CC=CC=1.C1C(=O)N([Br:39])C(=O)C1.O. Given the product [Br:39][CH2:12][C:10]1[CH:9]=[CH:8][C:4]2[B:5]([OH:7])[O:6][C:2]([CH3:13])([CH3:1])[C:3]=2[CH:11]=1, predict the reactants needed to synthesize it. (7) The reactants are: [CH2:1]([N:8]1[CH:17]=[C:16](Br)[C:15]2[C:10](=[CH:11][CH:12]=[C:13]([O:19][CH3:20])[CH:14]=2)[C:9]1=[O:21])[C:2]1[CH:7]=[CH:6][CH:5]=[CH:4][CH:3]=1.C(=O)([O-])[O-].[Cs+].[Cs+].[F:28][C:29]1[CH:30]=[C:31](B(O)O)[CH:32]=[C:33]([F:36])[C:34]=1[F:35]. Given the product [CH2:1]([N:8]1[CH:17]=[C:16]([C:31]2[CH:30]=[C:29]([F:28])[C:34]([F:35])=[C:33]([F:36])[CH:32]=2)[C:15]2[C:10](=[CH:11][CH:12]=[C:13]([O:19][CH3:20])[CH:14]=2)[C:9]1=[O:21])[C:2]1[CH:7]=[CH:6][CH:5]=[CH:4][CH:3]=1, predict the reactants needed to synthesize it. (8) Given the product [C:21]([O:20][C@H:15]([C:16]1[N:1]=[C:2]([NH2:4])[S:3][CH:17]=1)[CH2:14][O:13][C:5](=[O:12])[C:6]1[CH:11]=[CH:10][CH:9]=[CH:8][CH:7]=1)(=[O:28])[C:22]1[CH:23]=[CH:24][CH:25]=[CH:26][CH:27]=1, predict the reactants needed to synthesize it. The reactants are: [NH2:1][C:2]([NH2:4])=[S:3].[C:5]([O:13][CH2:14][C@H:15]([O:20][C:21](=[O:28])[C:22]1[CH:27]=[CH:26][CH:25]=[CH:24][CH:23]=1)[C:16](=O)[CH2:17]Br)(=[O:12])[C:6]1[CH:11]=[CH:10][CH:9]=[CH:8][CH:7]=1. (9) The reactants are: Br[C:2]1[C:7]([O:8][CH3:9])=[CH:6][N:5]([CH:10]([CH3:27])[C:11]([NH:13][C:14]2[CH:26]=[CH:25][C:17]([C:18]([O:20][C:21]([CH3:24])([CH3:23])[CH3:22])=[O:19])=[CH:16][CH:15]=2)=[O:12])[C:4](=[O:28])[CH:3]=1.[Cl:29][C:30]1[CH:31]=[CH:32][C:33]([C:39]([F:42])([F:41])[F:40])=[C:34](B(O)O)[CH:35]=1.C(=O)([O-])[O-].[K+].[K+]. Given the product [Cl:29][C:30]1[CH:31]=[CH:32][C:33]([C:39]([F:40])([F:41])[F:42])=[C:34]([C:2]2[C:7]([O:8][CH3:9])=[CH:6][N:5]([CH:10]([CH3:27])[C:11]([NH:13][C:14]3[CH:26]=[CH:25][C:17]([C:18]([O:20][C:21]([CH3:24])([CH3:23])[CH3:22])=[O:19])=[CH:16][CH:15]=3)=[O:12])[C:4](=[O:28])[CH:3]=2)[CH:35]=1, predict the reactants needed to synthesize it. (10) Given the product [CH3:1][O:2][C:3]1[CH:4]=[C:5]([CH3:26])[C:6]([S:10]([N:13]2[CH2:18][CH2:17][CH2:16][CH2:15][CH:14]2[CH2:19][CH2:20][C:21]([O:23][CH2:24][CH3:25])=[O:22])(=[O:11])=[O:12])=[C:7]([CH3:9])[CH:8]=1, predict the reactants needed to synthesize it. The reactants are: [CH3:1][O:2][C:3]1[CH:8]=[C:7]([CH3:9])[C:6]([S:10]([N:13]2[CH2:18][CH2:17][CH2:16][CH2:15][CH:14]2/[CH:19]=[CH:20]/[C:21]([O:23][CH2:24][CH3:25])=[O:22])(=[O:12])=[O:11])=[C:5]([CH3:26])[CH:4]=1.